This data is from Cav3 T-type calcium channel HTS with 100,875 compounds. The task is: Binary Classification. Given a drug SMILES string, predict its activity (active/inactive) in a high-throughput screening assay against a specified biological target. (1) The drug is Brc1c2OCCOc2cc(NC(OCC)=O)c1. The result is 0 (inactive). (2) The drug is Fc1c(cc(C2N(C(=O)C3C2C=CCC3C)Cc2ccccc2)cc1)c1ccc(N(C)C)cc1. The result is 0 (inactive). (3) The drug is S(=O)(=O)(N(CC(=O)NCc1cc(OC)ccc1)c1ccc(OC)cc1)c1c(onc1C)C. The result is 0 (inactive). (4) The compound is O(CN1C(=O)c2c(C1=O)cccc2)C(=O)CNC(=O)c1occc1. The result is 0 (inactive). (5) The compound is O(n1c2c([n+]([O-])c(c1=O)c1ccc(cc1)C)cccc2)Cc1ncccc1. The result is 0 (inactive). (6) The compound is Brc1oc(C(=O)Nc2ccc(N3CCN(CC3)C(=O)c3ccc(Cl)cc3)cc2)cc1. The result is 0 (inactive). (7) The drug is O=C(NCCCN1CCN(CC1)CCC)Cn1nc2c(CCCC2)c1. The result is 0 (inactive). (8) The molecule is S(c1n(CCCC)c2c(n(c(=O)n(c2=O)C)C)n1)CC(=O)NCc1occc1. The result is 0 (inactive). (9) The drug is S(c1n(c(=O)c2[nH]c3c(c2n1)cccc3)c1ccc(OCC)cc1)CC(=O)Nc1noc(c1)C. The result is 0 (inactive). (10) The molecule is Fc1ccc(Cn2nnc3c2ncn(Cc2c(cccc2)C)c3=O)cc1. The result is 0 (inactive).